Dataset: Reaction yield outcomes from USPTO patents with 853,638 reactions. Task: Predict the reaction yield, written as a fraction of the theoretical maximum amount of product (1.0 means a 100% yield; for example, 0.34 means a 34% yield). (1) The reactants are [F:1][C:2]1[CH:28]=[C:27]([NH:29][C:30]([C:32]2([C:35](=[O:44])[NH:36][C:37]3[CH:42]=[CH:41][C:40]([F:43])=[CH:39][CH:38]=3)[CH2:34][CH2:33]2)=[O:31])[C:26]([F:45])=[CH:25][C:3]=1[O:4][C:5]1[CH:10]=[CH:9][N:8]=[C:7]([NH:11][C:12]([CH:14]2[CH2:17][N:16](C(OC(C)(C)C)=O)[CH2:15]2)=[O:13])[CH:6]=1.C(O)(C(F)(F)F)=O.C([O-])(O)=O.[Na+]. The catalyst is C(Cl)Cl. The product is [NH:16]1[CH2:17][CH:14]([C:12]([NH:11][C:7]2[CH:6]=[C:5]([O:4][C:3]3[C:2]([F:1])=[CH:28][C:27]([NH:29][C:30]([C:32]4([C:35]([NH:36][C:37]5[CH:38]=[CH:39][C:40]([F:43])=[CH:41][CH:42]=5)=[O:44])[CH2:34][CH2:33]4)=[O:31])=[C:26]([F:45])[CH:25]=3)[CH:10]=[CH:9][N:8]=2)=[O:13])[CH2:15]1. The yield is 0.0870. (2) The reactants are [CH:1]1([C@H:4]2[C@H:13]([CH3:14])[C@@H:12]([NH:15]C(=O)OCC3C=CC=CC=3)[C:11]3[C:6](=[CH:7][CH:8]=[CH:9][CH:10]=3)[N:5]2[C:26](=[O:29])[CH2:27][CH3:28])[CH2:3][CH2:2]1.C([O-])=O.[NH4+]. The catalyst is C(O)C.[Pd]. The product is [NH2:15][C@H:12]1[C:11]2[C:6](=[CH:7][CH:8]=[CH:9][CH:10]=2)[N:5]([C:26](=[O:29])[CH2:27][CH3:28])[C@@H:4]([CH:1]2[CH2:3][CH2:2]2)[C@@H:13]1[CH3:14]. The yield is 0.980.